This data is from Reaction yield outcomes from USPTO patents with 853,638 reactions. The task is: Predict the reaction yield, written as a fraction of the theoretical maximum amount of product (1.0 means a 100% yield; for example, 0.34 means a 34% yield). (1) The reactants are [NH2:1][C:2]1[CH:3]=[C:4]([CH:21]=[CH:22][CH:23]=1)[O:5][C:6]1[CH:7]=[CH:8][C:9]2[N:10]([CH:12]=[C:13]([NH:15][C:16]([CH:18]3[CH2:20][CH2:19]3)=[O:17])[N:14]=2)[N:11]=1.[C:24]([C:28]1[CH:32]=[C:31]([NH:33][C:34](=O)[O:35]CC(Cl)(Cl)Cl)[N:30]([C:42]2[CH:47]=[CH:46][CH:45]=[CH:44][CH:43]=2)[N:29]=1)([CH3:27])([CH3:26])[CH3:25].C(N(CC)CC)C. The catalyst is CS(C)=O.O.C(OCC)(=O)C. The product is [C:24]([C:28]1[CH:32]=[C:31]([NH:33][C:34]([NH:1][C:2]2[CH:3]=[C:4]([CH:21]=[CH:22][CH:23]=2)[O:5][C:6]2[CH:7]=[CH:8][C:9]3[N:10]([CH:12]=[C:13]([NH:15][C:16]([CH:18]4[CH2:20][CH2:19]4)=[O:17])[N:14]=3)[N:11]=2)=[O:35])[N:30]([C:42]2[CH:47]=[CH:46][CH:45]=[CH:44][CH:43]=2)[N:29]=1)([CH3:27])([CH3:25])[CH3:26]. The yield is 0.990. (2) The reactants are [NH2:1][CH2:2][C:3]1[CH:4]=[C:5]([CH:9]2[CH2:14][CH2:13][N:12]([C:15](=[O:41])[CH2:16][C@@H:17]3[N:23]=[C:22]([C:24]4[CH:29]=[CH:28][C:27]([Cl:30])=[CH:26][CH:25]=4)[C:21]4[CH:31]=[C:32]([O:35][CH3:36])[CH:33]=[CH:34][C:20]=4[N:19]4[C:37]([CH3:40])=[N:38][N:39]=[C:18]34)[CH2:11][CH2:10]2)[CH:6]=[CH:7][CH:8]=1.CCN=C=NCCCN(C)C.[Cl:53][C:54]1[CH:59]=[CH:58][C:57]([C:60]2[C:66]3[CH:67]=[C:68]([O:71][CH3:72])[CH:69]=[CH:70][C:65]=3[N:64]3[C:73]([CH3:76])=[N:74][N:75]=[C:63]3[C@H:62]([CH2:77][C:78](O)=[O:79])[N:61]=2)=[CH:56][CH:55]=1.C1C=CC2N(O)N=NC=2C=1. The catalyst is C(Cl)Cl.CN(C1C=CN=CC=1)C. The product is [Cl:53][C:54]1[CH:59]=[CH:58][C:57]([C:60]2[C:66]3[CH:67]=[C:68]([O:71][CH3:72])[CH:69]=[CH:70][C:65]=3[N:64]3[C:73]([CH3:76])=[N:74][N:75]=[C:63]3[C@H:62]([CH2:77][C:78]([NH:1][CH2:2][C:3]3[CH:8]=[CH:7][CH:6]=[C:5]([CH:9]4[CH2:10][CH2:11][N:12]([C:15](=[O:41])[CH2:16][C@@H:17]5[N:23]=[C:22]([C:24]6[CH:29]=[CH:28][C:27]([Cl:30])=[CH:26][CH:25]=6)[C:21]6[CH:31]=[C:32]([O:35][CH3:36])[CH:33]=[CH:34][C:20]=6[N:19]6[C:37]([CH3:40])=[N:38][N:39]=[C:18]56)[CH2:13][CH2:14]4)[CH:4]=3)=[O:79])[N:61]=2)=[CH:56][CH:55]=1. The yield is 0.250. (3) The reactants are Br[C:2]1[C:11]([O:12][CH3:13])=[CH:10][C:5]([C:6]([O:8][CH3:9])=[O:7])=[C:4]([Cl:14])[CH:3]=1.C([O-])([O-])=O.[K+].[K+].[B-](F)(F)(F)[CH:22]=[CH2:23].[K+].CS(C)=O. The catalyst is C1C=CC(P(C2C=CC=CC=2)[C-]2C=CC=C2)=CC=1.C1C=CC(P(C2C=CC=CC=2)[C-]2C=CC=C2)=CC=1.Cl[Pd]Cl.[Fe+2].O. The product is [Cl:14][C:4]1[CH:3]=[C:2]([CH:22]=[CH2:23])[C:11]([O:12][CH3:13])=[CH:10][C:5]=1[C:6]([O:8][CH3:9])=[O:7]. The yield is 0.850. (4) The reactants are [CH2:1]([O:8][C:9]([N:11]1[CH2:16][CH2:15][CH:14]([C:17](=[O:26])[NH:18][C:19]2[CH:24]=[C:23](Cl)[N:22]=[CH:21][N:20]=2)[CH2:13][CH2:12]1)=[O:10])[C:2]1[CH:7]=[CH:6][CH:5]=[CH:4][CH:3]=1.[CH2:27]([O:34][C:35]1[CH:40]=[CH:39][CH:38]=[CH:37][C:36]=1B(O)O)[C:28]1[CH:33]=[CH:32][CH:31]=[CH:30][CH:29]=1.C1(P(C2C=CC=CC=2)C2C=CC=CC=2)C=CC=CC=1. The catalyst is C(=O)([O-])[O-].[Na+].[Na+].O1CCOCC1.C([O-])(=O)C.[Pd+2].C([O-])(=O)C. The product is [CH2:1]([O:8][C:9]([N:11]1[CH2:16][CH2:15][CH:14]([C:17](=[O:26])[NH:18][C:19]2[CH:24]=[C:23]([C:36]3[CH:37]=[CH:38][CH:39]=[CH:40][C:35]=3[O:34][CH2:27][C:28]3[CH:29]=[CH:30][CH:31]=[CH:32][CH:33]=3)[N:22]=[CH:21][N:20]=2)[CH2:13][CH2:12]1)=[O:10])[C:2]1[CH:7]=[CH:6][CH:5]=[CH:4][CH:3]=1. The yield is 0.620. (5) The reactants are [OH:1][C:2]1[CH:3]=[C:4]2[C:9](=[CH:10][CH:11]=1)[N:8]=[C:7]([C:12]1[CH:21]=[CH:20][C:15]([C:16]([NH:18][NH2:19])=[O:17])=[CH:14][CH:13]=1)[CH:6]=[CH:5]2.C1N=CN([C:27](N2C=NC=C2)=[O:28])C=1.CCOC(C)=O. The catalyst is C(Cl)Cl. The product is [OH:1][C:2]1[CH:3]=[C:4]2[C:9](=[CH:10][CH:11]=1)[N:8]=[C:7]([C:12]1[CH:13]=[CH:14][C:15]([C:16]3[O:17][C:27](=[O:28])[NH:19][N:18]=3)=[CH:20][CH:21]=1)[CH:6]=[CH:5]2. The yield is 0.110. (6) The reactants are [Cl:1][C:2]1[CH:7]=[C:6]([Cl:8])[CH:5]=[CH:4][C:3]=1[CH2:9][CH:10]([NH:13][O:14][CH3:15])[CH2:11][F:12].C(N(CC)CC)C.[F:23][CH:24]([F:34])[C:25]1[C:29]([C:30](Cl)=[O:31])=[CH:28][N:27]([CH3:33])[N:26]=1. The catalyst is ClCCl.O. The product is [Cl:1][C:2]1[CH:7]=[C:6]([Cl:8])[CH:5]=[CH:4][C:3]=1[CH2:9][CH:10]([N:13]([O:14][CH3:15])[C:30]([C:29]1[C:25]([CH:24]([F:34])[F:23])=[N:26][N:27]([CH3:33])[CH:28]=1)=[O:31])[CH2:11][F:12]. The yield is 0.640. (7) The reactants are [NH2:1][CH:2]([CH2:12][NH:13][C:14](=[O:20])[O:15][C:16]([CH3:19])([CH3:18])[CH3:17])[CH2:3][NH:4][C:5](=[O:11])[O:6][C:7]([CH3:10])([CH3:9])[CH3:8].C(N(CC)CC)C.[CH3:28][S:29](Cl)(=[O:31])=[O:30].O. The product is [CH3:28][S:29]([NH:1][CH:2]([CH2:12][NH:13][C:14](=[O:20])[O:15][C:16]([CH3:19])([CH3:18])[CH3:17])[CH2:3][NH:4][C:5](=[O:11])[O:6][C:7]([CH3:10])([CH3:9])[CH3:8])(=[O:31])=[O:30]. The catalyst is O1CCCC1.C(OCC)(=O)C. The yield is 1.00.